This data is from Full USPTO retrosynthesis dataset with 1.9M reactions from patents (1976-2016). The task is: Predict the reactants needed to synthesize the given product. (1) Given the product [Cl:1][C:2]1[CH:7]=[CH:6][C:5]([C:8]2[C:9]3[N:10]([C:37]([CH2:38][N:39]([CH3:41])[CH3:40])=[N:36][N:35]=3)[N:11]([CH2:23][C:24]3[C:25]([CH3:34])=[N:26][C:27]([C:30]([F:33])([F:32])[F:31])=[CH:28][CH:29]=3)[C:12](=[O:22])[C:13]=2[C:14]2[CH:19]=[CH:18][C:17]([C:20]#[N:21])=[CH:16][CH:15]=2)=[CH:4][CH:3]=1, predict the reactants needed to synthesize it. The reactants are: [Cl:1][C:2]1[CH:7]=[CH:6][C:5]([C:8]2[C:9]([NH:35][NH:36][C:37](=O)[CH2:38][N:39]([CH3:41])[CH3:40])=[N:10][N:11]([CH2:23][C:24]3[C:25]([CH3:34])=[N:26][C:27]([C:30]([F:33])([F:32])[F:31])=[CH:28][CH:29]=3)[C:12](=[O:22])[C:13]=2[C:14]2[CH:19]=[CH:18][C:17]([C:20]#[N:21])=[CH:16][CH:15]=2)=[CH:4][CH:3]=1.O=P(Cl)(Cl)Cl. (2) Given the product [ClH:18].[CH3:9][C:8]1([CH3:10])[S:7][CH2:6][NH:5][C@@H:4]1[C:1]([NH2:2])=[O:3], predict the reactants needed to synthesize it. The reactants are: [C:1]([C@@H:4]1[C:8]([CH3:10])([CH3:9])[S:7][CH2:6][N:5]1C(OC(C)(C)C)=O)(=[O:3])[NH2:2].[ClH:18]. (3) Given the product [C:1]([O:5][C:6]([NH:8][CH:9]([CH2:14][C:15]1[CH:20]=[CH:19][C:18]([O:21][C:22]2[CH:23]=[CH:24][C:25]([NH:28][C:30]3[CH:35]=[CH:34][CH:33]=[CH:32][N:31]=3)=[CH:26][CH:27]=2)=[CH:17][CH:16]=1)[C:10]([O:12][CH3:13])=[O:11])=[O:7])([CH3:4])([CH3:2])[CH3:3], predict the reactants needed to synthesize it. The reactants are: [C:1]([O:5][C:6]([NH:8][CH:9]([CH2:14][C:15]1[CH:20]=[CH:19][C:18]([O:21][C:22]2[CH:27]=[CH:26][C:25]([NH2:28])=[CH:24][CH:23]=2)=[CH:17][CH:16]=1)[C:10]([O:12][CH3:13])=[O:11])=[O:7])([CH3:4])([CH3:3])[CH3:2].Cl[C:30]1[CH:35]=[CH:34][CH:33]=[CH:32][N:31]=1. (4) Given the product [CH2:1]([O:3][C:4]1[N:13]=[C:12]([O:14][CH:15]2[CH2:32][CH:31]3[CH:17]([C:18](=[O:38])[N:19]([CH3:37])[CH2:20][CH2:21][CH2:22][CH2:23][CH:24]=[CH:25][CH:26]4[C:28]([C:34]([NH:48][S:45]([CH:42]5[CH2:44][CH2:43]5)(=[O:47])=[O:46])=[O:36])([NH:29][C:30]3=[O:33])[CH2:27]4)[CH2:16]2)[C:11]2[C:6](=[C:7]([CH3:41])[C:8]([O:39][CH3:40])=[CH:9][CH:10]=2)[N:5]=1)[CH3:2], predict the reactants needed to synthesize it. The reactants are: [CH2:1]([O:3][C:4]1[N:13]=[C:12]([O:14][CH:15]2[CH2:32][CH:31]3[CH:17]([C:18](=[O:38])[N:19]([CH3:37])[CH2:20][CH2:21][CH2:22][CH2:23][CH:24]=[CH:25][CH:26]4[C:28]([C:34]([OH:36])=O)([NH:29][C:30]3=[O:33])[CH2:27]4)[CH2:16]2)[C:11]2[C:6](=[C:7]([CH3:41])[C:8]([O:39][CH3:40])=[CH:9][CH:10]=2)[N:5]=1)[CH3:2].[CH:42]1([S:45]([NH2:48])(=[O:47])=[O:46])[CH2:44][CH2:43]1. (5) Given the product [CH:17]12[CH2:23][CH:20]([CH2:21][CH2:22]1)[CH2:19][CH:18]2[NH:24][C:2]1[CH:7]=[C:6]([C:8]2[CH:13]=[CH:12][CH:11]=[C:10]([Cl:14])[C:9]=2[CH3:15])[N:5]=[C:4]([NH2:16])[N:3]=1, predict the reactants needed to synthesize it. The reactants are: Cl[C:2]1[CH:7]=[C:6]([C:8]2[CH:13]=[CH:12][CH:11]=[C:10]([Cl:14])[C:9]=2[CH3:15])[N:5]=[C:4]([NH2:16])[N:3]=1.[CH:17]12[CH2:23][CH:20]([CH2:21][CH2:22]1)[CH2:19][CH:18]2[NH2:24]. (6) Given the product [CH3:34][N:35]([CH3:42])[CH2:36][CH2:37][CH2:38][C:39]([O:20][CH2:19][C@H:17]1[O:16][N:15]=[C:14]([C:11]2[CH:12]=[CH:13][C:8]([C:7]3[CH:6]=[CH:5][C:4]([N:21]4[CH2:25][C@H:24]([CH2:26][N:27]5[CH:31]=[CH:30][N:29]=[N:28]5)[O:23][C:22]4=[O:32])=[CH:3][C:2]=3[F:1])=[CH:9][N:10]=2)[CH2:18]1)=[O:40], predict the reactants needed to synthesize it. The reactants are: [F:1][C:2]1[CH:3]=[C:4]([N:21]2[CH2:25][C@H:24]([CH2:26][N:27]3[CH:31]=[CH:30][N:29]=[N:28]3)[O:23][C:22]2=[O:32])[CH:5]=[CH:6][C:7]=1[C:8]1[CH:9]=[N:10][C:11]([C:14]2[CH2:18][C@@H:17]([CH2:19][OH:20])[O:16][N:15]=2)=[CH:12][CH:13]=1.Cl.[CH3:34][N:35]([CH3:42])[CH2:36][CH2:37][CH2:38][C:39](O)=[O:40].Cl.CN(C)CCCN=C=NCC.